From a dataset of Forward reaction prediction with 1.9M reactions from USPTO patents (1976-2016). Predict the product of the given reaction. (1) Given the reactants [F:1][CH:2]([F:32])[C:3]1[N:7]([C:8]2[N:13]=[C:12]([N:14]3[CH2:19][CH2:18][O:17][CH2:16][CH2:15]3)[N:11]=[C:10]([N:20]3[CH2:23][CH:22]([NH:24][CH3:25])[CH2:21]3)[N:9]=2)[C:6]2[CH:26]=[CH:27][CH:28]=[C:29]([O:30][CH3:31])[C:5]=2[N:4]=1.[Cl:33][CH2:34][C:35](Cl)=[O:36], predict the reaction product. The product is: [Cl:33][CH2:34][C:35]([N:24]([CH:22]1[CH2:23][N:20]([C:10]2[N:9]=[C:8]([N:7]3[C:6]4[CH:26]=[CH:27][CH:28]=[C:29]([O:30][CH3:31])[C:5]=4[N:4]=[C:3]3[CH:2]([F:32])[F:1])[N:13]=[C:12]([N:14]3[CH2:15][CH2:16][O:17][CH2:18][CH2:19]3)[N:11]=2)[CH2:21]1)[CH3:25])=[O:36]. (2) Given the reactants [F:1][C:2]1[CH:7]=[C:6]([Si](C)(C)C)[CH:5]=[CH:4][C:3]=1[NH:12][C:13]1[C:21]2[CH:20]=[N:19][CH:18]=[N:17][C:16]=2[O:15][C:14]=1[C:22]([O:24][CH2:25][CH3:26])=[O:23].[I:27]Cl.S([O-])([O-])(=O)=S.[Na+].[Na+], predict the reaction product. The product is: [F:1][C:2]1[CH:7]=[C:6]([I:27])[CH:5]=[CH:4][C:3]=1[NH:12][C:13]1[C:21]2[CH:20]=[N:19][CH:18]=[N:17][C:16]=2[O:15][C:14]=1[C:22]([O:24][CH2:25][CH3:26])=[O:23]. (3) The product is: [Cl:5][C:6]1[CH:14]=[C:13]2[C:9]([C:10]([CH2:15][C:1](=[O:4])[CH3:2])=[CH:11][NH:12]2)=[CH:8][C:7]=1[F:21]. Given the reactants [C:1]([OH:4])(=O)[CH3:2].[Cl:5][C:6]1[CH:14]=[C:13]2[C:9]([C:10](/[CH:15]=C(\[N+]([O-])=O)/C)=[CH:11][NH:12]2)=[CH:8][C:7]=1[F:21].CO, predict the reaction product.